From a dataset of Forward reaction prediction with 1.9M reactions from USPTO patents (1976-2016). Predict the product of the given reaction. (1) Given the reactants [CH3:1][CH:2]([CH3:13])[CH:3]([C:7]1[CH:12]=[CH:11][CH:10]=[CH:9][CH:8]=1)[C:4]([OH:6])=O.O.ON1C2C=CC=CC=2N=N1.CN(C)CCCN=C=NCC.[CH2:36]([N:43]1[CH2:47][C@H:46]2[C@@H:48]([NH2:51])[CH2:49][CH2:50][C@H:45]2[CH2:44]1)[C:37]1[CH:42]=[CH:41][CH:40]=[CH:39][CH:38]=1, predict the reaction product. The product is: [CH2:36]([N:43]1[CH2:47][C@H:46]2[C@@H:48]([NH:51][C:4](=[O:6])[CH:3]([C:7]3[CH:12]=[CH:11][CH:10]=[CH:9][CH:8]=3)[CH:2]([CH3:1])[CH3:13])[CH2:49][CH2:50][C@H:45]2[CH2:44]1)[C:37]1[CH:38]=[CH:39][CH:40]=[CH:41][CH:42]=1. (2) Given the reactants C[O:2][C:3]1[N:4]=[N:5][C:6]([C:15]2[CH:20]=[CH:19][C:18]([CH2:21][N:22]3[CH2:27][CH2:26][CH:25]([C:28]4[CH:32]=[C:31]([C:33]5[CH:38]=[CH:37][CH:36]=[CH:35][N:34]=5)[NH:30][N:29]=4)[CH2:24][CH2:23]3)=[CH:17][CH:16]=2)=[C:7]([C:9]2[CH:14]=[CH:13][CH:12]=[CH:11][CH:10]=2)[CH:8]=1.Cl.N1C=CC=CC=1.C([O-])(O)=O.[Na+], predict the reaction product. The product is: [C:9]1([C:7]2[CH:8]=[C:3]([OH:2])[N:4]=[N:5][C:6]=2[C:15]2[CH:16]=[CH:17][C:18]([CH2:21][N:22]3[CH2:27][CH2:26][CH:25]([C:28]4[CH:32]=[C:31]([C:33]5[CH:38]=[CH:37][CH:36]=[CH:35][N:34]=5)[NH:30][N:29]=4)[CH2:24][CH2:23]3)=[CH:19][CH:20]=2)[CH:14]=[CH:13][CH:12]=[CH:11][CH:10]=1. (3) Given the reactants CO[C:3](=[O:12])[C:4]1[CH:9]=[C:8](Br)[C:7](Cl)=[N:6][CH:5]=1.[CH:13]1([CH2:16][OH:17])[CH2:15][CH2:14]1.[F:18][C:19]1[CH:24]=[CH:23][C:22](B(O)O)=[CH:21][CH:20]=1.[NH2:28][CH2:29][C:30]([CH:33]1[CH2:35][CH2:34]1)([OH:32])[CH3:31], predict the reaction product. The product is: [CH:33]1([C@:30]([OH:32])([CH3:31])[CH2:29][NH:28][C:3](=[O:12])[C:4]2[CH:9]=[C:8]([C:22]3[CH:23]=[CH:24][C:19]([F:18])=[CH:20][CH:21]=3)[C:7]([O:17][CH2:16][CH:13]3[CH2:15][CH2:14]3)=[N:6][CH:5]=2)[CH2:35][CH2:34]1. (4) Given the reactants [CH3:1][N:2]([CH3:19])[CH2:3][CH2:4][C:5]1[CH:10]=[CH:9][CH:8]=[C:7]([C:11]2[C:12]([CH3:18])=[N:13][N:14]([CH3:17])[C:15]=2[CH3:16])[CH:6]=1.[ClH:20], predict the reaction product. The product is: [ClH:20].[ClH:20].[CH3:19][N:2]([CH3:1])[CH2:3][CH2:4][C:5]1[CH:10]=[CH:9][CH:8]=[C:7]([C:11]2[C:12]([CH3:18])=[N:13][N:14]([CH3:17])[C:15]=2[CH3:16])[CH:6]=1.